Dataset: Catalyst prediction with 721,799 reactions and 888 catalyst types from USPTO. Task: Predict which catalyst facilitates the given reaction. Reactant: [CH:1]1([C:11]([OH:13])=[O:12])[C:10]2[C:5](=[CH:6][CH:7]=[CH:8][CH:9]=2)[CH2:4][CH2:3][NH:2]1.[N:14]1[CH:19]=[CH:18][CH:17]=[C:16]([CH2:20][CH2:21][C:22](O)=[O:23])[CH:15]=1.C(N(CC)CC)C.Cl.CN(C)CCCN=C=NCC. Product: [N:14]1[CH:19]=[CH:18][CH:17]=[C:16]([CH2:20][CH2:21][C:22]([N:2]2[CH2:3][CH2:4][C:5]3[C:10](=[CH:9][CH:8]=[CH:7][CH:6]=3)[CH:1]2[C:11]([OH:13])=[O:12])=[O:23])[CH:15]=1. The catalyst class is: 2.